From a dataset of Full USPTO retrosynthesis dataset with 1.9M reactions from patents (1976-2016). Predict the reactants needed to synthesize the given product. (1) Given the product [CH:1]1([C:4]2[CH:5]=[C:6]([C:18]3[O:22][CH:21]=[N:20][CH:19]=3)[C:7]3[N:8]([C:10]([C:13]([OH:15])=[O:14])=[CH:11][N:12]=3)[CH:9]=2)[CH2:2][CH2:3]1, predict the reactants needed to synthesize it. The reactants are: [CH:1]1([C:4]2[CH:5]=[C:6]([C:18]3[O:22][CH:21]=[N:20][CH:19]=3)[C:7]3[N:8]([C:10]([C:13]([O:15]CC)=[O:14])=[CH:11][N:12]=3)[CH:9]=2)[CH2:3][CH2:2]1.C1COCC1.[OH-].[Na+].Cl. (2) Given the product [CH3:31][C:13]1([CH3:14])[CH2:12][O:21][B:16]([C:2]2[CH:9]=[CH:8][C:5]([C:6]#[N:7])=[C:4]([CH3:10])[CH:3]=2)[O:17][CH2:18]1, predict the reactants needed to synthesize it. The reactants are: Br[C:2]1[CH:9]=[CH:8][C:5]([C:6]#[N:7])=[C:4]([CH3:10])[CH:3]=1.C([Li])[CH2:12][CH2:13][CH3:14].[B:16](OC(C)C)([O:21]C(C)C)[O:17][CH:18](C)C.Cl.O1CCC[CH2:31]1. (3) Given the product [NH:12]1[CH2:13][CH2:14][CH:9]([CH2:8][NH:7][C:4]2[CH:5]=[CH:6][N:1]=[CH:2][CH:3]=2)[CH2:10][CH2:11]1, predict the reactants needed to synthesize it. The reactants are: [N:1]1[CH:6]=[CH:5][C:4]([NH:7][CH2:8][CH:9]2[CH2:14][CH2:13][N:12](C(OCC3C=CC=CC=3)=O)[CH2:11][CH2:10]2)=[CH:3][CH:2]=1.[H][H].